From a dataset of Full USPTO retrosynthesis dataset with 1.9M reactions from patents (1976-2016). Predict the reactants needed to synthesize the given product. (1) Given the product [CH2:31]([C:33]1[CH:39]=[CH:38][C:36]([N:37]2[CH2:13][CH2:12][C:6]3([CH2:7][CH2:8][N:9]([S:25]([C:20]4[CH:21]=[CH:22][CH:23]=[CH:24][C:19]=4[O:18][C:17]([F:30])([F:29])[F:16])(=[O:27])=[O:26])[CH2:10][CH2:11]3)[C:4]2=[O:5])=[CH:35][CH:34]=1)[CH3:32], predict the reactants needed to synthesize it. The reactants are: C(O[C:4]([C:6]1([CH2:12][CH2:13]OC)[CH2:11][CH2:10][NH:9][CH2:8][CH2:7]1)=[O:5])C.[F:16][C:17]([F:30])([F:29])[O:18][C:19]1[CH:24]=[CH:23][CH:22]=[CH:21][C:20]=1[S:25](Cl)(=[O:27])=[O:26].[CH2:31]([C:33]1[CH:39]=[CH:38][C:36]([NH2:37])=[CH:35][CH:34]=1)[CH3:32]. (2) Given the product [CH2:45]([O:44][C:42](=[O:43])[NH:41][CH:35]1[CH2:36][CH2:37][C:38]2[C:33](=[CH:32][C:31]([CH2:13][CH2:12][NH:11][C:9]([O:8][CH2:1][C:2]3[CH:7]=[CH:6][CH:5]=[CH:4][CH:3]=3)=[O:10])=[CH:40][CH:39]=2)[CH:34]1[CH2:47][C:48]1[CH:53]=[CH:52][CH:51]=[C:50]([Cl:54])[CH:49]=1)[CH3:46], predict the reactants needed to synthesize it. The reactants are: [CH2:1]([O:8][C:9]([NH:11][CH2:12][CH2:13][B-](F)(F)F)=[O:10])[C:2]1[CH:7]=[CH:6][CH:5]=[CH:4][CH:3]=1.[K+].C(=O)([O-])[O-].[Cs+].[Cs+].FC(F)(F)S(O[C:31]1[CH:40]=[CH:39][C:38]2[CH2:37][CH2:36][CH:35]([NH:41][C:42]([O:44][CH2:45][CH3:46])=[O:43])[CH:34]([CH2:47][C:48]3[CH:53]=[CH:52][CH:51]=[C:50]([Cl:54])[CH:49]=3)[C:33]=2[CH:32]=1)(=O)=O. (3) Given the product [CH2:1]([NH:5][C:6](=[O:7])[O:8][C@H:9]1[C@H:13]([C:14]2[CH:15]=[CH:16][C:17]([F:20])=[CH:18][CH:19]=2)[CH2:12][NH:11][CH2:10]1)[CH2:2][CH2:3][CH3:4], predict the reactants needed to synthesize it. The reactants are: [CH2:1]([NH:5][C:6]([O:8][C@H:9]1[C@H:13]([C:14]2[CH:19]=[CH:18][C:17]([F:20])=[CH:16][CH:15]=2)[CH2:12][N:11](C(OC(C)(C)C)=O)[CH2:10]1)=[O:7])[CH2:2][CH2:3][CH3:4].FC(F)(F)C(O)=O. (4) The reactants are: [C:1]1([C:7]2[C:11]3[CH2:12][NH:13][CH2:14][CH2:15][C:10]=3[NH:9][N:8]=2)[CH:6]=[CH:5][CH:4]=[CH:3][CH:2]=1.[CH3:16][C:17]([O:22][C:23]1[CH:28]=[CH:27][CH:26]=[CH:25][CH:24]=1)([CH3:21])[C:18](O)=[O:19].CN(C(ON1N=NC2C=CC=NC1=2)=[N+](C)C)C.F[P-](F)(F)(F)(F)F.CCN(C(C)C)C(C)C. Given the product [CH3:21][C:17]([O:22][C:23]1[CH:28]=[CH:27][CH:26]=[CH:25][CH:24]=1)([CH3:16])[C:18]([N:13]1[CH2:14][CH2:15][C:10]2[NH:9][N:8]=[C:7]([C:1]3[CH:2]=[CH:3][CH:4]=[CH:5][CH:6]=3)[C:11]=2[CH2:12]1)=[O:19], predict the reactants needed to synthesize it. (5) Given the product [C:33]([CH2:32][C@H:18]1[CH2:17][CH2:16][C@H:15]([NH:14][C:2]2[C:7]([N+:8]([O-:10])=[O:9])=[CH:6][N:5]=[C:4]3[CH:11]=[CH:12][S:13][C:3]=23)[CH2:20][C@H:19]1[NH:21][C:22](=[O:31])[O:23][CH2:24][C:25]1[CH:30]=[CH:29][CH:28]=[CH:27][CH:26]=1)#[N:34], predict the reactants needed to synthesize it. The reactants are: Cl[C:2]1[C:7]([N+:8]([O-:10])=[O:9])=[CH:6][N:5]=[C:4]2[CH:11]=[CH:12][S:13][C:3]=12.[NH2:14][C@@H:15]1[CH2:20][C@@H:19]([NH:21][C:22](=[O:31])[O:23][CH2:24][C:25]2[CH:30]=[CH:29][CH:28]=[CH:27][CH:26]=2)[C@@H:18]([CH2:32][C:33]#[N:34])[CH2:17][CH2:16]1.C(N(CC)CC)C.